This data is from Full USPTO retrosynthesis dataset with 1.9M reactions from patents (1976-2016). The task is: Predict the reactants needed to synthesize the given product. Given the product [C:25]([C:21]1[CH:20]=[C:19]([N:15]2[C:14]([C:9]3[C:10](=[O:13])[CH:11]=[CH:12][N:7]([C:4]4[CH:3]=[CH:2][N:1]=[CH:6][CH:5]=4)[N:8]=3)=[CH:18][CH:17]=[N:16]2)[CH:24]=[CH:23][CH:22]=1)#[CH:26], predict the reactants needed to synthesize it. The reactants are: [N:1]1[CH:6]=[CH:5][C:4]([N:7]2[CH:12]=[CH:11][C:10](=[O:13])[C:9]([C:14]3[N:15]([C:19]4[CH:24]=[CH:23][CH:22]=[C:21]([C:25]#[C:26][Si](C)(C)C)[CH:20]=4)[N:16]=[CH:17][CH:18]=3)=[N:8]2)=[CH:3][CH:2]=1.CCCC[N+](CCCC)(CCCC)CCCC.O.O.O.[F-].